Dataset: Reaction yield outcomes from USPTO patents with 853,638 reactions. Task: Predict the reaction yield, written as a fraction of the theoretical maximum amount of product (1.0 means a 100% yield; for example, 0.34 means a 34% yield). (1) The reactants are [CH:1]([O:4][C:5]1[CH:22]=[CH:21][C:20]([S:23]([CH3:26])(=[O:25])=[O:24])=[CH:19][C:6]=1[C:7]([N:9]1[CH2:13][CH2:12][CH:11]([O:14]S(C)(=O)=O)[CH2:10]1)=[O:8])([CH3:3])[CH3:2].[CH:27]1[C:36]2[C:31](=[CH:32][CH:33]=[CH:34][CH:35]=2)[CH:30]=[CH:29][C:28]=1O. No catalyst specified. The product is [CH:1]([O:4][C:5]1[CH:22]=[CH:21][C:20]([S:23]([CH3:26])(=[O:25])=[O:24])=[CH:19][C:6]=1[C:7]([N:9]1[CH2:13][CH2:12][CH:11]([O:14][C:29]2[CH:28]=[CH:27][C:36]3[C:31](=[CH:32][CH:33]=[CH:34][CH:35]=3)[CH:30]=2)[CH2:10]1)=[O:8])([CH3:3])[CH3:2]. The yield is 0.400. (2) The reactants are [F:1][C:2]1[CH:3]=[C:4]([C:8]2[N:13]=[C:12]([CH3:14])[C:11]([C:15](Cl)=[O:16])=[CH:10][N:9]=2)[CH:5]=[CH:6][CH:7]=1.[N:18]1([NH2:27])[C:22]2=[N:23][CH:24]=[CH:25][CH:26]=[C:21]2[CH:20]=[CH:19]1.C([O-])([O-])=O.[K+].[K+]. The catalyst is CCOC(C)=O.O. The product is [N:18]1([NH:27][C:15]([C:11]2[C:12]([CH3:14])=[N:13][C:8]([C:4]3[CH:5]=[CH:6][CH:7]=[C:2]([F:1])[CH:3]=3)=[N:9][CH:10]=2)=[O:16])[C:22]2=[N:23][CH:24]=[CH:25][CH:26]=[C:21]2[CH:20]=[CH:19]1. The yield is 0.470. (3) The reactants are [CH3:1][O:2][C:3]([CH3:8])([CH3:7])[C:4]([NH2:6])=[O:5].C[Si]([N-][Si](C)(C)C)(C)C.[Li+].Cl[C:20]([O:22][C:23]([CH3:25])=[CH2:24])=[O:21]. The catalyst is C1COCC1. The product is [CH3:1][O:2][C:3]([CH3:8])([CH3:7])[C:4]([NH:6][C:20](=[O:21])[O:22][C:23]([CH3:25])=[CH2:24])=[O:5]. The yield is 1.02. (4) The reactants are Cl[C:2]1[N:7]=[C:6]([NH:8][CH:9]2[CH2:17][CH:16]3[N:12]([CH2:13][CH2:14][CH2:15]3)[C:11]([CH3:19])([CH3:18])[CH2:10]2)[C:5]([F:20])=[CH:4][N:3]=1.[O:21]1[CH2:25][CH2:24][C@@H:23]([O:26][C:27]2[CH:32]=[CH:31][C:30]([NH2:33])=[CH:29][C:28]=2[N:34]2[C:38](=[O:39])[N:37]([CH3:40])[N:36]=[N:35]2)[CH2:22]1. The catalyst is CC(O)C. The product is [NH3:3].[CH3:22][OH:21].[O:21]1[CH2:25][CH2:24][C@@H:23]([O:26][C:27]2[CH:32]=[CH:31][C:30]([NH:33][C:2]3[N:7]=[C:6]([NH:8][CH:9]4[CH2:17][CH:16]5[N:12]([CH2:13][CH2:14][CH2:15]5)[C:11]([CH3:19])([CH3:18])[CH2:10]4)[C:5]([F:20])=[CH:4][N:3]=3)=[CH:29][C:28]=2[N:34]2[C:38](=[O:39])[N:37]([CH3:40])[N:36]=[N:35]2)[CH2:22]1. The yield is 0.0100. (5) The yield is 0.370. The product is [I:33][C:11]1[CH:10]=[C:9]([N:12]2[CH2:17][CH2:16][O:15][CH2:14][CH2:13]2)[N:8]=[CH:7][C:6]=1[NH:5][C:3](=[O:4])[C:2]([CH3:19])([CH3:18])[CH3:1]. The catalyst is O1CCCC1.CCCCCC.O.C(OCC)C. The reactants are [CH3:1][C:2]([CH3:19])([CH3:18])[C:3]([NH:5][C:6]1[CH:7]=[N:8][C:9]([N:12]2[CH2:17][CH2:16][O:15][CH2:14][CH2:13]2)=[CH:10][CH:11]=1)=[O:4].CN(C)CCN(C)C.C([Li])CCC.[I:33]I.C(=O)=O.O.O.O.O.O.S([O-])([O-])(=O)=S.[Na+].[Na+].